Dataset: Peptide-MHC class I binding affinity with 185,985 pairs from IEDB/IMGT. Task: Regression. Given a peptide amino acid sequence and an MHC pseudo amino acid sequence, predict their binding affinity value. This is MHC class I binding data. (1) The peptide sequence is KFYGPFVDR. The MHC is HLA-B45:01 with pseudo-sequence HLA-B45:01. The binding affinity (normalized) is 0. (2) The binding affinity (normalized) is 0.148. The MHC is HLA-A26:01 with pseudo-sequence HLA-A26:01. The peptide sequence is QFLYLYALI. (3) The peptide sequence is KMFNRASYF. The binding affinity (normalized) is 0.213. The MHC is HLA-B15:42 with pseudo-sequence HLA-B15:42.